From a dataset of Catalyst prediction with 721,799 reactions and 888 catalyst types from USPTO. Predict which catalyst facilitates the given reaction. (1) Reactant: [Br:1][C:2]1[CH:10]=[C:9]2[C:5]([C:6]([CH:11]=[O:12])=[CH:7][NH:8]2)=[CH:4][CH:3]=1.[H-].[Na+].[CH3:15][O:16][C:17]1[CH:22]=[CH:21][C:20]([S:23](Cl)(=[O:25])=[O:24])=[CH:19][C:18]=1[N:27]1[CH2:32][CH2:31][N:30]([C:33](=[O:38])[C:34]([Cl:37])([Cl:36])[Cl:35])[CH2:29][CH2:28]1. Product: [Br:1][C:2]1[CH:10]=[C:9]2[C:5]([C:6]([CH:11]=[O:12])=[CH:7][N:8]2[S:23]([C:20]2[CH:21]=[CH:22][C:17]([O:16][CH3:15])=[C:18]([N:27]3[CH2:32][CH2:31][N:30]([C:33](=[O:38])[C:34]([Cl:37])([Cl:35])[Cl:36])[CH2:29][CH2:28]3)[CH:19]=2)(=[O:25])=[O:24])=[CH:4][CH:3]=1. The catalyst class is: 1. (2) The catalyst class is: 4. Product: [C:34]([NH:1][CH:2]1[C:10]2[C:5](=[CH:6][C:7](/[CH:11]=[CH:12]/[C:13]([NH:15][CH:16]([C:21]3[CH:26]=[CH:25][CH:24]=[C:23]([C:27]([F:28])([F:29])[F:30])[CH:22]=3)[C:17]([F:18])([F:19])[F:20])=[O:14])=[CH:8][CH:9]=2)[CH2:4][CH2:3]1)(=[O:35])[CH3:33]. Reactant: [NH2:1][CH:2]1[C:10]2[C:5](=[CH:6][C:7](/[CH:11]=[CH:12]/[C:13]([NH:15][CH:16]([C:21]3[CH:26]=[CH:25][CH:24]=[C:23]([C:27]([F:30])([F:29])[F:28])[CH:22]=3)[C:17]([F:20])([F:19])[F:18])=[O:14])=[CH:8][CH:9]=2)[CH2:4][CH2:3]1.CN1CC[O:35][CH2:34][CH2:33]1.C(OC(=O)C)(=O)C.